From a dataset of Catalyst prediction with 721,799 reactions and 888 catalyst types from USPTO. Predict which catalyst facilitates the given reaction. Reactant: [CH3:1][C@H:2]1[CH2:6][CH2:5][CH2:4][NH:3]1.Br[C:8]1[N:33]=[C:11]2[CH:12]=[C:13]([NH:16][C:17]([C:19]3[N:23]([CH3:24])[N:22]=[CH:21][C:20]=3[C:25]3[S:26][CH:27]=[C:28]([CH:30]([F:32])[F:31])[N:29]=3)=[O:18])[CH:14]=[CH:15][N:10]2[N:9]=1. Product: [F:32][CH:30]([F:31])[C:28]1[N:29]=[C:25]([C:20]2[CH:21]=[N:22][N:23]([CH3:24])[C:19]=2[C:17]([NH:16][C:13]2[CH:14]=[CH:15][N:10]3[N:9]=[C:8]([N:3]4[CH2:4][CH2:5][CH2:6][C@@H:2]4[CH3:1])[N:33]=[C:11]3[CH:12]=2)=[O:18])[S:26][CH:27]=1. The catalyst class is: 13.